Dataset: Full USPTO retrosynthesis dataset with 1.9M reactions from patents (1976-2016). Task: Predict the reactants needed to synthesize the given product. Given the product [C:11]1([S:17](/[CH:20]=[CH:21]/[C:2]2[CH:3]=[C:4]3[C:8](=[CH:9][CH:10]=2)[NH:7][CH:6]=[CH:5]3)(=[O:19])=[O:18])[CH:16]=[CH:15][CH:14]=[CH:13][CH:12]=1, predict the reactants needed to synthesize it. The reactants are: Br[C:2]1[CH:3]=[C:4]2[C:8](=[CH:9][CH:10]=1)[NH:7][CH:6]=[CH:5]2.[C:11]1([S:17]([CH:20]=[CH2:21])(=[O:19])=[O:18])[CH:16]=[CH:15][CH:14]=[CH:13][CH:12]=1.CC1C(P(C2C(C)=CC=CC=2)C2C(C)=CC=CC=2)=CC=CC=1.CCN(C(C)C)C(C)C.